This data is from Full USPTO retrosynthesis dataset with 1.9M reactions from patents (1976-2016). The task is: Predict the reactants needed to synthesize the given product. (1) The reactants are: Br[CH2:2][C@@H:3]([C:5]1[CH:10]=[CH:9][C:8]([O:11][CH2:12][C:13]2[CH:18]=[CH:17][CH:16]=[CH:15][CH:14]=2)=[C:7]([NH:19][S:20]([CH3:23])(=[O:22])=[O:21])[CH:6]=1)[OH:4].[Na+].[I-:25]. Given the product [I:25][CH2:2][C@@H:3]([C:5]1[CH:10]=[CH:9][C:8]([O:11][CH2:12][C:13]2[CH:18]=[CH:17][CH:16]=[CH:15][CH:14]=2)=[C:7]([NH:19][S:20]([CH3:23])(=[O:22])=[O:21])[CH:6]=1)[OH:4], predict the reactants needed to synthesize it. (2) Given the product [CH3:17][O:7][C:6](=[O:8])[C:5]1[CH:9]=[CH:10][C:2]([Br:1])=[CH:3][C:4]=1[CH3:11], predict the reactants needed to synthesize it. The reactants are: [Br:1][C:2]1[CH:10]=[CH:9][C:5]([C:6]([OH:8])=[O:7])=[C:4]([CH3:11])[CH:3]=1.S(=O)(=O)(O)O.[CH3:17]O. (3) Given the product [O:21]1[C:22]2[C:23](=[N:24][CH:25]=[CH:26][CH:27]=2)[O:28][C@@H:19]([C:16]2[CH:17]=[CH:18][C:13]([CH2:12][N:37]3[CH:30]4[CH2:36][CH2:35][CH:34]3[CH2:33][N:32]([C:38](=[O:40])[CH3:39])[CH2:31]4)=[CH:14][CH:15]=2)[CH2:20]1, predict the reactants needed to synthesize it. The reactants are: C(OC(C1CCN([CH2:12][C:13]2[CH:18]=[CH:17][C:16]([C@@H:19]3[O:28][C:23]4=[N:24][CH:25]=[CH:26][CH:27]=[C:22]4[O:21][CH2:20]3)=[CH:15][CH:14]=2)CC1)=O)C.Cl.[CH:30]12[NH:37][CH:34]([CH2:35][CH2:36]1)[CH2:33][N:32]([C:38](=[O:40])[CH3:39])[CH2:31]2. (4) Given the product [O:15]1[C:16]2([CH2:23][CH2:22][CH2:21][CH2:20][CH2:19]2)[O:17][CH2:18][C@@H:14]1[C:11]1[N:10]=[C:9]([NH:8][C:5]2[N:6]=[CH:7][C:2]([S:83][CH2:84][CH2:85][C:86]([O:88][CH3:89])=[O:87])=[CH:3][C:4]=2[O:24][C:25]2[C:26]([CH3:32])=[N:27][N:28]([CH3:31])[C:29]=2[CH3:30])[S:13][N:12]=1, predict the reactants needed to synthesize it. The reactants are: Br[C:2]1[CH:3]=[C:4]([O:24][C:25]2[C:26]([CH3:32])=[N:27][N:28]([CH3:31])[C:29]=2[CH3:30])[C:5]([NH:8][C:9]2[S:13][N:12]=[C:11]([C@H:14]3[CH2:18][O:17][C:16]4([CH2:23][CH2:22][CH2:21][CH2:20][CH2:19]4)[O:15]3)[N:10]=2)=[N:6][CH:7]=1.[O-]P([O-])([O-])=O.[K+].[K+].[K+].CC1(C)C2C(=C(P(C3C=CC=CC=3)C3C=CC=CC=3)C=CC=2)OC2C(P(C3C=CC=CC=3)C3C=CC=CC=3)=CC=CC1=2.[SH:83][CH2:84][CH2:85][C:86]([O:88][CH3:89])=[O:87].